The task is: Predict which catalyst facilitates the given reaction.. This data is from Catalyst prediction with 721,799 reactions and 888 catalyst types from USPTO. (1) Reactant: S(O)(O)(=O)=O.N[C:7]1[CH:8]=[C:9]2[C:14](=[CH:15][CH:16]=1)[C:13](=[O:17])[CH2:12][CH2:11][CH2:10]2.C(O)(=O)C.N([O-])=O.[Na+].[I-:26].[K+]. Product: [I:26][C:7]1[CH:8]=[C:9]2[C:14](=[CH:15][CH:16]=1)[C:13](=[O:17])[CH2:12][CH2:11][CH2:10]2. The catalyst class is: 6. (2) Reactant: [CH3:1]/[C:2](=[CH:8]\[C:9]1[CH:14]=[C:13]([F:15])[C:12](F)=[C:11]([F:17])[CH:10]=1)/[C:3]([O:5][CH2:6][CH3:7])=[O:4].[C:18]1([OH:24])[CH:23]=[CH:22][CH:21]=[CH:20][CH:19]=1.C([O-])([O-])=O.[K+].[K+]. Product: [F:15][C:13]1[CH:14]=[C:9](/[CH:8]=[C:2](\[CH3:1])/[C:3]([O:5][CH2:6][CH3:7])=[O:4])[CH:10]=[C:11]([F:17])[C:12]=1[O:24][C:18]1[CH:23]=[CH:22][CH:21]=[CH:20][CH:19]=1. The catalyst class is: 3. (3) Reactant: [F:1][C:2]1[CH:7]=[CH:6][C:5]([C:8](=[O:15])[CH2:9][CH2:10][CH2:11][C:12]([OH:14])=O)=[CH:4][CH:3]=1.C(N([CH2:21][CH3:22])CC)C.[CH3:23][C:24](C)(C)[C:25](Cl)=[O:26].C1[N:35](CC2C=CC=CC=2)[C:33](=O)[O:32]C1.Cl.O1[CH2:48][CH2:47][CH2:46][CH2:45]1. Product: [CH2:23]([C@H:24]1[CH2:25][O:26][C:33](=[O:32])[N:35]1[C:12](=[O:14])[CH2:11][CH2:10][CH2:9][C:8]([C:5]1[CH:4]=[CH:3][C:2]([F:1])=[CH:7][CH:6]=1)=[O:15])[C:22]1[CH:21]=[CH:45][CH:46]=[CH:47][CH:48]=1. The catalyst class is: 277. (4) Product: [OH:37][CH2:36][C@H:35]([NH:34][C:10]1[N:9]=[C:8]([CH2:7][N:6]2[C:2]([CH3:33])([CH3:1])[C:3](=[O:32])[N:4]([C:19]3[CH:24]=[CH:23][C:22]([S:25]([C:28]([F:31])([F:30])[F:29])(=[O:26])=[O:27])=[CH:21][CH:20]=3)[C:5]2=[O:18])[CH:13]=[CH:12][N:11]=1)[CH3:38]. Reactant: [CH3:1][C:2]1([CH3:33])[N:6]([CH2:7][C:8]2[CH:13]=[CH:12][N:11]=[C:10](S(C)(=O)=O)[N:9]=2)[C:5](=[O:18])[N:4]([C:19]2[CH:24]=[CH:23][C:22]([S:25]([C:28]([F:31])([F:30])[F:29])(=[O:27])=[O:26])=[CH:21][CH:20]=2)[C:3]1=[O:32].[NH2:34][CH:35]([CH3:38])[CH2:36][OH:37].C(=O)([O-])O.[Na+]. The catalyst class is: 12.